This data is from Experimentally validated miRNA-target interactions with 360,000+ pairs, plus equal number of negative samples. The task is: Binary Classification. Given a miRNA mature sequence and a target amino acid sequence, predict their likelihood of interaction. (1) The miRNA is hsa-miR-92a-3p with sequence UAUUGCACUUGUCCCGGCCUGU. The protein sequence of the target gene is MSEVTRSLLQRWGASFRRGADFDSWGQLVEAIDEYQILARHLQKEAQAQHNNSEFTEEQKKTIGKIATCLELRSAALQSTQSQEEFKLEDLKKLEPILKNILTYNKEFPFDVQPVPLRRILAPGEEENLEFEEDEEEGGAGAGSPDSFPARVPGTLLPRLPSEPGMTLLTIRIEKIGLKDAGQCIDPYITVSVKDLNGIDLTPVQDTPVASRKEDTYVHFNVDIELQKHVEKLTKGAAIFFEFKHYKPKKRFTSTKCFAFMEMDEIKPGPIVIELYKKPTDFKRKKLQLLTKKPLYLHLH.... Result: 1 (interaction). (2) The miRNA is hsa-miR-4437 with sequence UGGGCUCAGGGUACAAAGGUU. The protein sequence of the target gene is MDETSPLVSPERAQPPEYTFPSGSGAHFPQVPGGAVRVAAAAGSGPSPPCSPGHDRERQPLLDRARGAAAQGQTHTVAVQAQALAAQAAVAAHAVQTHRERNDFPEDPEFEVVVRQAEVAIECSIYPERIYQGSSGSYFVKDSQGRIVAVFKPKNEEPYGHLNPKWTKWLQKLCCPCCFGRDCLVLNQGYLSEAGASLVDQKLELNIVPRTKVVYLASETFNYSAIDRVKSRGKRLALEKVPKVGQRFNRIGLPPKVGSFQLFVEGYKDADYWLRRFEAEPLPENTNRQLLLQFERLVVL.... Result: 0 (no interaction). (3) The miRNA is hsa-miR-6885-3p with sequence CUUUGCUUCCUGCUCCCCUAG. The protein sequence of the target gene is MAENTDRNQIEKLLNRVKELEQEVERLKKKKEQANNIKDSSIRENSLGSGKAKRAFDFSAHGRRHVALKIAYLGWGYQGFASQENTSNTIEEKLFEALTKTRLVESRQTSNYHRCGRTDKGVSAFGQVISLDLRSQFPTSRDSEDSNLKHEADDLAKEIRYTHILNRVLPADIRVLAWAPVEPSFSARFSCLERTYRYFFPRADLDIATMNYAAQKYVGTHDFRNLCKMDVANGVINFQRTILCAQVQLVAQSPGEERRQEPFQLCQFEVIGQAFLYHQVRCMMAILFLIGQGMEKPEII.... Result: 0 (no interaction). (4) The miRNA is hsa-miR-1281 with sequence UCGCCUCCUCCUCUCCC. The protein sequence of the target gene is MGSPESEVSPDVQEQEAATDNPEVFEEDSADAAEGEDQIEQEEPPNCDEEAYNRDAAAATMQVGEDLGEEGDHVQEDPAEESCQIIPFESDSVEEDFSPTLTENPYEIFPTESTSFCNNTYSLDESANGHEPVCEICVEEVPGVGPPLNQHDSLPDGSGEDSPVVPDVVVVPENEGPVDDALSSPYVMGVGLLSLGEGAQSDTQAASGTLSGYSTWEEGDSEGGQVPVDRKNIATRARPHSGKVAGHVPETVLEETGPETCSSGMGIRDTSDEVRKIGILPEGKPPECVRALPAKPRAFT.... Result: 0 (no interaction). (5) The miRNA is mmu-miR-487b-3p with sequence AAUCGUACAGGGUCAUCCACUU. The protein sequence of the target gene is MSRLRALLGLGLLVAGSRVPRIKSQTIACRSGPTWWGPQRLNSGGRWDSEVMASTVVKYLSQEEAQAVDQELFNEYQFSVDQLMELAGLSCATAIAKAYPPTSMSRSPPTVLVICGPGNNGGDGLVCARHLKLFGYEPTIYYPKRPNKPLFTALVTQCQKMDIPFLGEMPAEPMTIDELYELVVDAIFGFSFKGDVREPFHSILSVLKGLTVPIASIDIPSGWDVEKGNAGGIQPDLLISLTAPKKSATQFTGRYHYLGGRFVPPALEKKYQLNLPPYPDTECVYRLQ. Result: 0 (no interaction). (6) The miRNA is hsa-miR-1468-3p with sequence AGCAAAAUAAGCAAAUGGAAAA. The protein sequence of the target gene is MASGPHSTATAAAAASSAAPSAGGSSSGTTTTTTTTTGGILIGDRLYSEVSLTIDHSLIPEERLSPTPSMQDGLDLPSETDLRILGCELIQAAGILLRLPQVAMATGQVLFHRFFYSKSFVKHSFEIVAMACINLASKIEEAPRRIRDVINVFHHLRQLRGKRTPSPLILDQNYINTKNQVIKAERRVLKELGFCVHVKHPHKIIVMYLQVLECERNQTLVQTAWNYMNDSLRTNVFVRFQPETIACACIYLAARALQIPLPTRPHWFLLFGTTEEEIQEICIETLRLYTRKKPNYELLE.... Result: 1 (interaction). (7) The protein sequence of the target gene is MAAPILKDVVAYVEVWSSNGTENYSKTFTTQLVDMGAKVSKTFNKQVTHVIFKDGYQSTWDKAQKRGVKLVSVLWVEKCRTAGAHIDESLFPAANMNEHLSSLIKKKRKCMQPKDFNFKTPENDKRFQKKFEKMAKELQRQKTNLDDDVPILLFESNGSLIYTPTIEINSRHHSAMEKRLQEMKEKRENLSPTSSQMIQQSHDNPSNSLCEAPLNISRDTLCSDEYFAGGLHSSFDDLCGNSGCGNQERKLEGSINDIKSDVCISSLVLKANNIHSSPSFTHLDKSSPQKFLSNLSKEEI.... The miRNA is hsa-miR-876-3p with sequence UGGUGGUUUACAAAGUAAUUCA. Result: 0 (no interaction). (8) The protein sequence of the target gene is MADDLDFETGDAGASATFPMQCSALRKNGFVVLKGRPCKIVEMSTSKTGKHGHAKVHLVGIDIFTGKKYEDICPSTHNMDVPNIKRNDFQLIGIQDGYLSLLQDSGEVREDLRLPEGDLGKEIEQKYDCGEEILITVLSAMTEEAAVAIKAMAK. Result: 1 (interaction). The miRNA is hsa-miR-6753-5p with sequence CACCAGGGCAGAGCAGGGCUGA.